This data is from Forward reaction prediction with 1.9M reactions from USPTO patents (1976-2016). The task is: Predict the product of the given reaction. (1) Given the reactants O[CH:2]=[C:3]1[C:11]2[C:6](=[CH:7][C:8]([C:12]([C:14]3[CH:15]=[C:16]([NH:20][C:21]([C:23]4[N:24]([C:29]([CH3:32])([CH3:31])[CH3:30])[N:25]=[C:26]([CH3:28])[CH:27]=4)=[O:22])[CH:17]=[CH:18][CH:19]=3)=[O:13])=[CH:9][CH:10]=2)[NH:5][C:4]1=[O:33].[NH2:34][C:35]1[CH:40]=[CH:39][C:38]([N:41]2[CH2:46][CH2:45][O:44][CH2:43][CH2:42]2)=[CH:37][CH:36]=1, predict the reaction product. The product is: [N:41]1([C:38]2[CH:37]=[CH:36][C:35]([NH:34][CH:2]=[C:3]3[C:11]4[C:6](=[CH:7][C:8]([C:12]([C:14]5[CH:15]=[C:16]([NH:20][C:21]([C:23]6[N:24]([C:29]([CH3:31])([CH3:30])[CH3:32])[N:25]=[C:26]([CH3:28])[CH:27]=6)=[O:22])[CH:17]=[CH:18][CH:19]=5)=[O:13])=[CH:9][CH:10]=4)[NH:5][C:4]3=[O:33])=[CH:40][CH:39]=2)[CH2:46][CH2:45][O:44][CH2:43][CH2:42]1. (2) Given the reactants [ClH:1].[OH:2][C:3]([C:34]1[CH:39]=[CH:38][CH:37]=[CH:36][CH:35]=1)([C:28]1[CH:33]=[CH:32][CH:31]=[CH:30][CH:29]=1)[CH:4]1[CH2:9][CH2:8][N:7]([CH2:10][CH2:11][CH2:12][C:13]([C:15]2[CH:20]=[CH:19][C:18]([C:21]([CH3:27])([CH3:26])[C:22]([O:24][CH3:25])=[O:23])=[CH:17][CH:16]=2)=[O:14])[CH2:6][CH2:5]1.[BH4-].[Na+].[OH-].[Na+].Cl, predict the reaction product. The product is: [ClH:1].[OH:2][C:3]([C:28]1[CH:33]=[CH:32][CH:31]=[CH:30][CH:29]=1)([C:34]1[CH:39]=[CH:38][CH:37]=[CH:36][CH:35]=1)[CH:4]1[CH2:9][CH2:8][N:7]([CH2:10][CH2:11][CH2:12][CH:13]([C:15]2[CH:20]=[CH:19][C:18]([C:21]([CH3:27])([CH3:26])[C:22]([O:24][CH3:25])=[O:23])=[CH:17][CH:16]=2)[OH:14])[CH2:6][CH2:5]1. (3) The product is: [NH2:22][C:23]1[C:31]2[C:26](=[CH:27][C:28]([O:32][C:2]3[C:11]4[CH2:10][N:9]([CH2:12][C:13]5[CH:18]=[CH:17][C:16]([O:19][CH3:20])=[CH:15][CH:14]=5)[C:8](=[O:21])[NH:7][C:6]=4[N:5]=[CH:4][CH:3]=3)=[CH:29][CH:30]=2)[N:25]([CH3:33])[N:24]=1. Given the reactants Cl[C:2]1[C:11]2[CH2:10][N:9]([CH2:12][C:13]3[CH:18]=[CH:17][C:16]([O:19][CH3:20])=[CH:15][CH:14]=3)[C:8](=[O:21])[NH:7][C:6]=2[N:5]=[CH:4][CH:3]=1.[NH2:22][C:23]1[C:31]2[C:26](=[CH:27][C:28]([OH:32])=[CH:29][CH:30]=2)[N:25]([CH3:33])[N:24]=1.C(=O)([O-])[O-].[Cs+].[Cs+], predict the reaction product. (4) The product is: [Cl:14][C:12]1[C:11]([C:15]([F:17])([F:18])[F:16])=[CH:10][C:9]2[NH:19][C:20](=[O:38])[CH2:21][C:22]([C:24]3[CH:29]=[CH:28][CH:27]=[C:26]([C:30]4[CH:35]=[C:34]([CH3:36])[N:33]=[C:32]([CH3:37])[CH:31]=4)[CH:25]=3)=[N:7][C:8]=2[CH:13]=1. Given the reactants C(OC(=O)[NH:7][C:8]1[CH:13]=[C:12]([Cl:14])[C:11]([C:15]([F:18])([F:17])[F:16])=[CH:10][C:9]=1[NH:19][C:20](=[O:38])[CH2:21][C:22]([C:24]1[CH:29]=[CH:28][CH:27]=[C:26]([C:30]2[CH:35]=[C:34]([CH3:36])[N:33]=[C:32]([CH3:37])[CH:31]=2)[CH:25]=1)=O)(C)(C)C.C(O)(C(F)(F)F)=O, predict the reaction product. (5) Given the reactants C([C:8]1[C:16]2[C:11](=[CH:12][CH:13]=[CH:14][CH:15]=2)[NH:10][N:9]=1)C1C=CC=CC=1.CC(C)([O-])C.[K+], predict the reaction product. The product is: [NH:10]1[C:11]2[C:16](=[CH:15][CH:14]=[CH:13][CH:12]=2)[CH:8]=[N:9]1. (6) Given the reactants Br[C:2]1[C:3]([O:18][CH2:19][CH:20]2[CH2:22][CH2:21]2)=[N:4][CH:5]=[C:6]([CH:17]=1)[C:7]([NH:9][C@@H:10]1[CH2:15][CH2:14][CH2:13][CH2:12][C@H:11]1[OH:16])=[O:8].[C:23]([C:25]1[CH:30]=[CH:29][C:28](B(O)O)=[CH:27][CH:26]=1)#[N:24], predict the reaction product. The product is: [C:23]([C:25]1[CH:30]=[CH:29][C:28]([C:2]2[C:3]([O:18][CH2:19][CH:20]3[CH2:22][CH2:21]3)=[N:4][CH:5]=[C:6]([CH:17]=2)[C:7]([NH:9][C@@H:10]2[CH2:15][CH2:14][CH2:13][CH2:12][C@H:11]2[OH:16])=[O:8])=[CH:27][CH:26]=1)#[N:24]. (7) Given the reactants [CH3:1][C:2]1[C:10]2[C:5](=[CH:6][C:7]([NH:11][C:12]3[N:22]=[C:15]4[CH:16]=[CH:17][CH:18]=[C:19]([CH2:20]O)[N:14]4[N:13]=3)=[CH:8][CH:9]=2)[N:4](S(C2C=CC(C)=CC=2)(=O)=O)[N:3]=1.CS(OS(C)(=O)=O)(=O)=O.C(N(CC)CC)C.[NH:49]1[CH2:54][CH2:53][NH:52][CH2:51][C:50]1=[O:55].C[O-].[Na+], predict the reaction product. The product is: [CH3:1][C:2]1[C:10]2[C:5](=[CH:6][C:7]([NH:11][C:12]3[N:22]=[C:15]4[CH:16]=[CH:17][CH:18]=[C:19]([CH2:20][N:52]5[CH2:53][CH2:54][NH:49][C:50](=[O:55])[CH2:51]5)[N:14]4[N:13]=3)=[CH:8][CH:9]=2)[NH:4][N:3]=1. (8) The product is: [CH:2]1[CH:3]=[C:4]2[C:5]([C:6]([CH:7]=[CH:8][C:11]2=[O:13])=[O:14])=[CH:10][CH:1]=1. Given the reactants [CH:1]1[C:10]2[C:5](=[CH:6][CH:7]=[CH:8]C=2)[CH:4]=[CH:3][CH:2]=1.[C:11](=[O:13])=O.[OH2:14], predict the reaction product. (9) Given the reactants [CH3:1][O:2][C:3]1[CH:12]=[CH:11][C:10]([N:13]2[C:17]([C:18]([F:21])([F:20])[F:19])=[N:16][N:15]=[N:14]2)=[CH:9][C:4]=1[C:5]([O:7]C)=[O:6].[OH-].[Na+].Cl, predict the reaction product. The product is: [CH3:1][O:2][C:3]1[CH:12]=[CH:11][C:10]([N:13]2[C:17]([C:18]([F:21])([F:19])[F:20])=[N:16][N:15]=[N:14]2)=[CH:9][C:4]=1[C:5]([OH:7])=[O:6].